This data is from NCI-60 drug combinations with 297,098 pairs across 59 cell lines. The task is: Regression. Given two drug SMILES strings and cell line genomic features, predict the synergy score measuring deviation from expected non-interaction effect. (1) Drug 1: C1=CC(=CC=C1CC(C(=O)O)N)N(CCCl)CCCl.Cl. Drug 2: CCN(CC)CCNC(=O)C1=C(NC(=C1C)C=C2C3=C(C=CC(=C3)F)NC2=O)C. Cell line: PC-3. Synergy scores: CSS=7.60, Synergy_ZIP=-0.956, Synergy_Bliss=2.33, Synergy_Loewe=-0.602, Synergy_HSA=0.782. (2) Drug 1: CN(CCCl)CCCl.Cl. Drug 2: C1CN(CCN1C(=O)CCBr)C(=O)CCBr. Cell line: UACC62. Synergy scores: CSS=28.4, Synergy_ZIP=-12.3, Synergy_Bliss=-0.630, Synergy_Loewe=-19.5, Synergy_HSA=1.23. (3) Drug 1: CC1=C2C(C(=O)C3(C(CC4C(C3C(C(C2(C)C)(CC1OC(=O)C(C(C5=CC=CC=C5)NC(=O)OC(C)(C)C)O)O)OC(=O)C6=CC=CC=C6)(CO4)OC(=O)C)OC)C)OC. Drug 2: C(CCl)NC(=O)N(CCCl)N=O. Cell line: SF-539. Synergy scores: CSS=58.6, Synergy_ZIP=11.5, Synergy_Bliss=12.9, Synergy_Loewe=-14.1, Synergy_HSA=13.7. (4) Drug 1: CN(C)C1=NC(=NC(=N1)N(C)C)N(C)C. Drug 2: CC12CCC3C(C1CCC2OP(=O)(O)O)CCC4=C3C=CC(=C4)OC(=O)N(CCCl)CCCl.[Na+]. Cell line: MDA-MB-231. Synergy scores: CSS=-3.35, Synergy_ZIP=1.95, Synergy_Bliss=-0.642, Synergy_Loewe=-5.39, Synergy_HSA=-4.27. (5) Drug 1: C1=CC(=CC=C1CC(C(=O)O)N)N(CCCl)CCCl.Cl. Drug 2: CN1C2=C(C=C(C=C2)N(CCCl)CCCl)N=C1CCCC(=O)O.Cl. Cell line: OVCAR-5. Synergy scores: CSS=-1.83, Synergy_ZIP=0.0372, Synergy_Bliss=-0.178, Synergy_Loewe=-6.97, Synergy_HSA=-4.04. (6) Drug 1: CC1CCC2CC(C(=CC=CC=CC(CC(C(=O)C(C(C(=CC(C(=O)CC(OC(=O)C3CCCCN3C(=O)C(=O)C1(O2)O)C(C)CC4CCC(C(C4)OC)O)C)C)O)OC)C)C)C)OC. Drug 2: CN(CCCl)CCCl.Cl. Cell line: UACC62. Synergy scores: CSS=23.0, Synergy_ZIP=-5.11, Synergy_Bliss=-0.0396, Synergy_Loewe=-0.352, Synergy_HSA=-0.308. (7) Drug 1: CN(C)C1=NC(=NC(=N1)N(C)C)N(C)C. Drug 2: CC1=C(C(=O)C2=C(C1=O)N3CC4C(C3(C2COC(=O)N)OC)N4)N. Cell line: HT29. Synergy scores: CSS=39.6, Synergy_ZIP=5.35, Synergy_Bliss=6.23, Synergy_Loewe=-38.2, Synergy_HSA=1.52.